From a dataset of NCI-60 drug combinations with 297,098 pairs across 59 cell lines. Regression. Given two drug SMILES strings and cell line genomic features, predict the synergy score measuring deviation from expected non-interaction effect. (1) Drug 1: C1=CC=C(C=C1)NC(=O)CCCCCCC(=O)NO. Drug 2: C1=NC2=C(N1)C(=S)N=CN2. Cell line: KM12. Synergy scores: CSS=19.3, Synergy_ZIP=-5.46, Synergy_Bliss=0.639, Synergy_Loewe=-3.21, Synergy_HSA=-1.20. (2) Drug 1: CCCS(=O)(=O)NC1=C(C(=C(C=C1)F)C(=O)C2=CNC3=C2C=C(C=N3)C4=CC=C(C=C4)Cl)F. Drug 2: CC(CN1CC(=O)NC(=O)C1)N2CC(=O)NC(=O)C2. Cell line: A498. Synergy scores: CSS=29.9, Synergy_ZIP=-0.425, Synergy_Bliss=3.69, Synergy_Loewe=3.92, Synergy_HSA=4.30. (3) Cell line: MOLT-4. Drug 2: C1CNP(=O)(OC1)N(CCCl)CCCl. Synergy scores: CSS=66.0, Synergy_ZIP=1.09, Synergy_Bliss=1.67, Synergy_Loewe=-42.5, Synergy_HSA=1.35. Drug 1: CC1C(C(CC(O1)OC2CC(OC(C2O)C)OC3=CC4=CC5=C(C(=O)C(C(C5)C(C(=O)C(C(C)O)O)OC)OC6CC(C(C(O6)C)O)OC7CC(C(C(O7)C)O)OC8CC(C(C(O8)C)O)(C)O)C(=C4C(=C3C)O)O)O)O. (4) Drug 1: C1=C(C(=O)NC(=O)N1)F. Drug 2: C1=CN(C(=O)N=C1N)C2C(C(C(O2)CO)O)O.Cl. Cell line: A498. Synergy scores: CSS=49.5, Synergy_ZIP=-10.1, Synergy_Bliss=-15.1, Synergy_Loewe=-10.2, Synergy_HSA=-8.63.